This data is from Forward reaction prediction with 1.9M reactions from USPTO patents (1976-2016). The task is: Predict the product of the given reaction. (1) Given the reactants C1(C)C=CC=CC=1.CS(O[CH2:13][C:14]1[S:15][C:16]2[CH2:17][N:18]([C:23]([O:25][C:26]([CH3:29])([CH3:28])[CH3:27])=[O:24])[CH2:19][CH2:20][C:21]=2[N:22]=1)(=O)=O.C(=O)([O-])[O-].[K+].[K+].[NH:36]1[CH2:41][CH2:40][CH2:39][CH2:38][CH2:37]1, predict the reaction product. The product is: [N:36]1([CH2:13][C:14]2[S:15][C:16]3[CH2:17][N:18]([C:23]([O:25][C:26]([CH3:29])([CH3:28])[CH3:27])=[O:24])[CH2:19][CH2:20][C:21]=3[N:22]=2)[CH2:41][CH2:40][CH2:39][CH2:38][CH2:37]1. (2) Given the reactants C(OC([N:8]1[CH2:13][CH2:12][N:11]([C:14](=[O:34])[CH2:15][CH2:16][CH2:17][CH2:18][CH2:19][CH2:20][CH2:21][CH2:22][CH2:23][CH2:24][CH2:25][NH:26]C(OC(C)(C)C)=O)[CH2:10][CH2:9]1)=O)(C)(C)C.[ClH:35], predict the reaction product. The product is: [ClH:35].[ClH:35].[NH2:26][CH2:25][CH2:24][CH2:23][CH2:22][CH2:21][CH2:20][CH2:19][CH2:18][CH2:17][CH2:16][CH2:15][C:14]([N:11]1[CH2:12][CH2:13][NH:8][CH2:9][CH2:10]1)=[O:34]. (3) Given the reactants [Br:1][C:2]1[C:7]([F:8])=[CH:6][C:5]([OH:9])=[C:4]([F:10])[CH:3]=1.[C:11]([O-])([O-])=O.[K+].[K+].CI, predict the reaction product. The product is: [Br:1][C:2]1[CH:3]=[C:4]([F:10])[C:5]([O:9][CH3:11])=[CH:6][C:7]=1[F:8]. (4) Given the reactants [Cl:1][C:2]1[CH:7]=[CH:6][CH:5]=[C:4]([Cl:8])[C:3]=1[NH:9][C:10]([NH2:12])=[S:11].Br[CH2:14][C:15]([C:17]1[CH:26]=[CH:25][C:24]2[NH:23][C:22](=[O:27])[C:21]3[NH:28][CH:29]=[CH:30][C:20]=3[C:19]=2[CH:18]=1)=O.[CH2:31]([C:33]([O-:35])=[O:34])[CH3:32], predict the reaction product. The product is: [Cl:1][C:2]1[CH:7]=[CH:6][CH:5]=[C:4]([Cl:8])[C:3]=1[NH:9][C:10]1[S:11][CH:14]=[C:15]([C:17]2[CH:26]=[CH:25][C:24]3[NH:23][C:22](=[O:27])[C:21]4[NH:28][CH:29]=[CH:30][C:20]=4[C:19]=3[CH:18]=2)[N:12]=1.[CH2:31]([C:33]([O-:35])=[O:34])[CH3:32]. (5) Given the reactants [F:1][C:2]([F:45])([F:44])[C:3]1[CH:4]=[C:5]([C@H:13]([O:15][C@H:16]2[CH2:20][N:19]([C:21]([O:23][C:24]([CH3:27])([CH3:26])[CH3:25])=[O:22])[C@@H:18](/[C:28](=[N:30]/[S:31]([C:33]([CH3:36])([CH3:35])[CH3:34])=[O:32])/[CH3:29])[C@@H:17]2[C:37]2[CH:42]=[CH:41][C:40]([F:43])=[CH:39][CH:38]=2)[CH3:14])[CH:6]=[C:7]([C:9]([F:12])([F:11])[F:10])[CH:8]=1.[CH2:46]([Mg]Br)[CH:47]=C.[CH2:51]1COCC1, predict the reaction product. The product is: [F:45][C:2]([F:1])([F:44])[C:3]1[CH:4]=[C:5]([C@H:13]([O:15][C@H:16]2[CH2:20][N:19]([C:21]([O:23][C:24]([CH3:25])([CH3:26])[CH3:27])=[O:22])[C@@H:18]([C:28]([NH:30][S:31]([C:33]([CH3:36])([CH3:34])[CH3:35])=[O:32])([CH3:51])[CH2:29][CH:46]=[CH2:47])[C@@H:17]2[C:37]2[CH:38]=[CH:39][C:40]([F:43])=[CH:41][CH:42]=2)[CH3:14])[CH:6]=[C:7]([C:9]([F:10])([F:11])[F:12])[CH:8]=1. (6) Given the reactants [Cl-].[Ce+3].[Cl-].[Cl-].[I-].[Na+].[Br:7][CH2:8][C:9]([C:11]1[CH:16]=[CH:15][C:14]([Cl:17])=[CH:13][CH:12]=1)=[O:10].[CH2:18]([N:25]1[CH2:30][CH2:29][C:28](=[O:31])[CH2:27][CH2:26]1)[C:19]1[CH:24]=[CH:23][CH:22]=[CH:21][CH:20]=1.Br.C(O)C, predict the reaction product. The product is: [BrH:7].[CH2:18]([N:25]1[CH2:30][CH2:29][C:28]([CH2:8][C:9](=[O:10])[C:11]2[CH:16]=[CH:15][C:14]([Cl:17])=[CH:13][CH:12]=2)([OH:31])[CH2:27][CH2:26]1)[C:19]1[CH:20]=[CH:21][CH:22]=[CH:23][CH:24]=1.